Dataset: Forward reaction prediction with 1.9M reactions from USPTO patents (1976-2016). Task: Predict the product of the given reaction. Given the reactants [NH2:1][C:2]1[CH:7]=[CH:6][C:5]([S:8]([C:11]2[CH:16]=[CH:15][CH:14]=[CH:13][CH:12]=2)(=[O:10])=[O:9])=[CH:4][C:3]=1[OH:17].[C:18]([O:22][C:23]([N:25]1[CH2:30][CH2:29][C:28](=O)[CH2:27][CH2:26]1)=[O:24])([CH3:21])([CH3:20])[CH3:19].C(O[BH-](OC(=O)C)OC(=O)C)(=O)C.[Na+], predict the reaction product. The product is: [C:18]([O:22][C:23]([N:25]1[CH2:30][CH2:29][CH:28]([NH:1][C:2]2[CH:7]=[CH:6][C:5]([S:8]([C:11]3[CH:16]=[CH:15][CH:14]=[CH:13][CH:12]=3)(=[O:10])=[O:9])=[CH:4][C:3]=2[OH:17])[CH2:27][CH2:26]1)=[O:24])([CH3:21])([CH3:19])[CH3:20].